This data is from Reaction yield outcomes from USPTO patents with 853,638 reactions. The task is: Predict the reaction yield, written as a fraction of the theoretical maximum amount of product (1.0 means a 100% yield; for example, 0.34 means a 34% yield). (1) The reactants are Br[C:2]1(Br)[C:10]2[C:5](=[N:6][CH:7]=[C:8]([Br:11])[CH:9]=2)[NH:4][C:3]1=[O:12]. The catalyst is C(O)(=O)C.[Zn]. The product is [Br:11][C:8]1[CH:9]=[C:10]2[CH2:2][C:3](=[O:12])[NH:4][C:5]2=[N:6][CH:7]=1. The yield is 0.320. (2) The reactants are [C:1]([O:5][C:6]([N:8]1[CH2:13][CH2:12][N:11]([C:14]2[CH:15]=[CH:16][C:17]([NH:20][C:21]3[N:22]=[CH:23][C:24]4[C:29]([CH3:30])=[C:28]([C:31]([OH:33])=O)[N:27]([CH:34]5[CH2:38][CH2:37][CH2:36][CH2:35]5)[C:25]=4[N:26]=3)=[N:18][CH:19]=2)[CH2:10][CH2:9]1)=[O:7])([CH3:4])([CH3:3])[CH3:2].CN(C(ON1N=NC2C=CC=CC1=2)=[N+](C)C)C.F[P-](F)(F)(F)(F)F.C1C=NC2N(O)N=NC=2C=1.[C:73]([NH:76][NH2:77])(=[O:75])[CH3:74].C(N(C(C)C)CC)(C)C. The catalyst is CN(C=O)C.O. The product is [C:1]([O:5][C:6]([N:8]1[CH2:13][CH2:12][N:11]([C:14]2[CH:19]=[N:18][C:17]([NH:20][C:21]3[N:22]=[CH:23][C:24]4[C:29]([CH3:30])=[C:28]([C:31]([NH:77][NH:76][C:73](=[O:75])[CH3:74])=[O:33])[N:27]([CH:34]5[CH2:38][CH2:37][CH2:36][CH2:35]5)[C:25]=4[N:26]=3)=[CH:16][CH:15]=2)[CH2:10][CH2:9]1)=[O:7])([CH3:2])([CH3:3])[CH3:4]. The yield is 0.754. (3) The reactants are [F:1][C:2]([F:30])([F:29])[C@H:3]([N:7]1[CH:11]=[C:10]([C:12]2[C:13]3[CH:20]=[CH:19][N:18]([CH2:21][O:22][CH2:23][CH2:24][Si:25]([CH3:28])([CH3:27])[CH3:26])[C:14]=3[N:15]=[CH:16][N:17]=2)[CH:9]=[N:8]1)[CH2:4][C:5]#N.[H-].C([Al+]CC(C)C)C(C)C.C[OH:42].Cl. The catalyst is C(Cl)Cl.O. The product is [F:1][C:2]([F:29])([F:30])[C@H:3]([N:7]1[CH:11]=[C:10]([C:12]2[C:13]3[CH:20]=[CH:19][N:18]([CH2:21][O:22][CH2:23][CH2:24][Si:25]([CH3:26])([CH3:27])[CH3:28])[C:14]=3[N:15]=[CH:16][N:17]=2)[CH:9]=[N:8]1)[CH2:4][CH:5]=[O:42]. The yield is 0.470. (4) No catalyst specified. The product is [Br:1][C:2]1[CH:3]=[CH:4][C:5]([O:22][C:29]([N:23]2[CH2:28][CH2:27][O:26][CH2:25][CH2:24]2)=[O:30])=[C:6]([CH:21]=1)[C:7]([NH:9][C:10]1[CH:15]=[C:14]([C:16]([F:17])([F:19])[F:18])[CH:13]=[CH:12][C:11]=1[Cl:20])=[O:8]. The reactants are [Br:1][C:2]1[CH:3]=[CH:4][C:5]([OH:22])=[C:6]([CH:21]=1)[C:7]([NH:9][C:10]1[CH:15]=[C:14]([C:16]([F:19])([F:18])[F:17])[CH:13]=[CH:12][C:11]=1[Cl:20])=[O:8].[N:23]1([C:29](Cl)=[O:30])[CH2:28][CH2:27][O:26][CH2:25][CH2:24]1. The yield is 0.681. (5) The reactants are [NH2:1][CH2:2][CH:3]1[CH2:8][CH2:7][N:6]([C:9]2[N:13]([CH3:14])[N:12]=[CH:11][C:10]=2[NH2:15])[CH2:5][CH2:4]1.C(OC([NH:23][C:24]1[S:28][C:27]([CH:29]2[CH2:32][CH2:31][CH2:30]2)=[N:26][C:25]=1[C:33](O)=[O:34])=O)(C)(C)C. No catalyst specified. The product is [NH2:23][C:24]1[S:28][C:27]([CH:29]2[CH2:32][CH2:31][CH2:30]2)=[N:26][C:25]=1[C:33]([NH:15][C:10]1[CH:11]=[N:12][N:13]([CH3:14])[C:9]=1[N:6]1[CH2:7][CH2:8][CH:3]([CH2:2][NH2:1])[CH2:4][CH2:5]1)=[O:34]. The yield is 0.370.